This data is from Reaction yield outcomes from USPTO patents with 853,638 reactions. The task is: Predict the reaction yield, written as a fraction of the theoretical maximum amount of product (1.0 means a 100% yield; for example, 0.34 means a 34% yield). (1) The reactants are [F:1][C:2]1[CH:3]=[C:4]([C:9]2[C:13]([C:14](O)=[O:15])=[C:12](/[CH:17]=[CH:18]/[C:19]3[CH:24]=[CH:23][CH:22]=[CH:21][CH:20]=3)[O:11][N:10]=2)[CH:5]=[CH:6][C:7]=1[F:8].C(N(CC)CC)C.ClC(OCC)=O.[BH4-].[Na+].[OH-].[Na+]. The catalyst is C1COCC1.O. The product is [F:1][C:2]1[CH:3]=[C:4]([C:9]2[C:13]([CH2:14][OH:15])=[C:12](/[CH:17]=[CH:18]/[C:19]3[CH:20]=[CH:21][CH:22]=[CH:23][CH:24]=3)[O:11][N:10]=2)[CH:5]=[CH:6][C:7]=1[F:8]. The yield is 0.730. (2) The reactants are [CH2:1]([C:3]([OH:8])([CH2:6][CH3:7])[C:4]#[CH:5])[CH3:2].[CH3:9][O:10][C:11](=[O:45])[CH2:12][C:13]1[CH:14]=[N:15][CH:16]=[C:17]([C:19]2[CH:24]=[CH:23][C:22]([C:25]([CH2:43][CH3:44])([C:28]3[CH:33]=[CH:32][C:31](OS(C(F)(F)F)(=O)=O)=[C:30]([CH3:42])[CH:29]=3)[CH2:26][CH3:27])=[CH:21][CH:20]=2)[CH:18]=1.C(=O)(O)[O-].[Na+]. The catalyst is C(N(CC)CC)C.C1C=CC(P(C2C=CC=CC=2)[C-]2C=CC=C2)=CC=1.C1C=CC(P(C2C=CC=CC=2)[C-]2C=CC=C2)=CC=1.Cl[Pd]Cl.[Fe+2].[Cu]I. The product is [CH3:9][O:10][C:11](=[O:45])[CH2:12][C:13]1[CH:14]=[N:15][CH:16]=[C:17]([C:19]2[CH:20]=[CH:21][C:22]([C:25]([CH2:43][CH3:44])([C:28]3[CH:33]=[CH:32][C:31]([C:5]#[C:4][C:3]([CH2:6][CH3:7])([OH:8])[CH2:1][CH3:2])=[C:30]([CH3:42])[CH:29]=3)[CH2:26][CH3:27])=[CH:23][CH:24]=2)[CH:18]=1. The yield is 0.780. (3) The reactants are [F:1][C:2]1[CH:3]=[C:4]([C:8](=O)[CH2:9][C:10]([O:12]CC)=O)[CH:5]=[CH:6][CH:7]=1.CC1C=CC(S(O)(=O)=O)=CC=1.[N:27]1[CH:32]=[CH:31][CH:30]=[CH:29][C:28]=1[C:33]1[C:34]([NH2:39])=[N:35][NH:36][C:37]=1[NH2:38]. The catalyst is CCCCO. The product is [NH2:39][C:34]1[C:33]([C:28]2[CH:29]=[CH:30][CH:31]=[CH:32][N:27]=2)=[C:37]2[NH:38][C:8]([C:4]3[CH:5]=[CH:6][CH:7]=[C:2]([F:1])[CH:3]=3)=[CH:9][C:10](=[O:12])[N:36]2[N:35]=1. The yield is 0.250. (4) The reactants are [Cl-].[Al+3].[Cl-].[Cl-].[H-].[Al+3].[Li+].[H-].[H-].[H-].[CH3:11][O:12][C:13]1[CH:41]=[CH:40][C:16]([C:17]([NH:19][C:20]2[C:21]([CH3:39])=[C:22]([CH3:38])[C:23]3[O:27][C:26]([CH3:29])([CH3:28])[CH:25]([C:30]4[CH:35]=[CH:34][CH:33]=[CH:32][CH:31]=4)[C:24]=3[C:36]=2[CH3:37])=O)=[CH:15][CH:14]=1.[OH-].[Na+]. The catalyst is O1CCCC1. The product is [CH3:11][O:12][C:13]1[CH:41]=[CH:40][C:16]([CH2:17][NH:19][C:20]2[C:21]([CH3:39])=[C:22]([CH3:38])[C:23]3[O:27][C:26]([CH3:29])([CH3:28])[CH:25]([C:30]4[CH:31]=[CH:32][CH:33]=[CH:34][CH:35]=4)[C:24]=3[C:36]=2[CH3:37])=[CH:15][CH:14]=1. The yield is 0.590. (5) The catalyst is CO.C(Cl)Cl. The reactants are [F:1][C:2]1[CH:7]=[CH:6][C:5]([NH:8][C:9]([C:11]2[N:12]([CH:39]([CH3:41])[CH3:40])[C:13]([CH2:29][CH2:30][CH:31]3[CH2:36][C@@H:35]([OH:37])[CH2:34][C:33](=[O:38])[O:32]3)=[C:14]([C:22]3[CH:27]=[CH:26][C:25]([F:28])=[CH:24][CH:23]=3)[C:15]=2[C:16]2[CH:21]=[CH:20][CH:19]=[CH:18][CH:17]=2)=[O:10])=[CH:4][CH:3]=1.C([OH:44])C.O.[OH-].[Na+:47]. The product is [Na+:47].[F:28][C:25]1[CH:26]=[CH:27][C:22]([C:14]2[C:15]([C:16]3[CH:17]=[CH:18][CH:19]=[CH:20][CH:21]=3)=[C:11]([C:9](=[O:10])[NH:8][C:5]3[CH:4]=[CH:3][C:2]([F:1])=[CH:7][CH:6]=3)[N:12]([CH:39]([CH3:40])[CH3:41])[C:13]=2[CH2:29][CH2:30][CH:31]([OH:32])[CH2:36][C@@H:35]([OH:37])[CH2:34][C:33]([O-:44])=[O:38])=[CH:23][CH:24]=1. The yield is 0.980. (6) The reactants are Br[CH2:2][CH2:3][O:4][C:5]1[CH:10]=[C:9]([S:11]([CH3:14])(=[O:13])=[O:12])[CH:8]=[C:7]([F:15])[CH:6]=1.[CH2:16]([NH:18][CH2:19][CH3:20])[CH3:17]. The catalyst is C(O)C. The product is [CH2:16]([N:18]([CH2:19][CH3:20])[CH2:2][CH2:3][O:4][C:5]1[CH:10]=[C:9]([S:11]([CH3:14])(=[O:13])=[O:12])[CH:8]=[C:7]([F:15])[CH:6]=1)[CH3:17]. The yield is 0.616. (7) The yield is 0.640. No catalyst specified. The reactants are [N:1]([C:4]1[CH:5]=[CH:6][CH:7]=[C:8]2[C:13]=1[CH2:12][CH:11]([NH:14][S:15]([CH3:18])(=[O:17])=[O:16])[CH2:10][CH2:9]2)=[C:2]=S.C(OC1CC2C(CC=1)=CC=CC=2N=C=S)C.[N:35]([CH2:38][C:39]([C:41]1[CH:46]=[CH:45][C:44]([CH3:47])=[CH:43][CH:42]=1)=[O:40])=[N+]=[N-].N(CC(C1C=CC(C(F)(F)F)=CC=1)=O)=[N+]=[N-]. The product is [CH3:47][C:44]1[CH:43]=[CH:42][C:41]([C:39]2[O:40][C:2]([NH:1][C:4]3[CH:5]=[CH:6][CH:7]=[C:8]4[C:13]=3[CH2:12][CH:11]([NH:14][S:15]([CH3:18])(=[O:17])=[O:16])[CH2:10][CH2:9]4)=[N:35][CH:38]=2)=[CH:46][CH:45]=1. (8) The reactants are [NH:1]1[CH:5]=[CH:4][N:3]=[CH:2]1.[H-].[Na+].Cl[CH:9]1[CH2:14][CH2:13][CH2:12][CH2:11][O:10]1.Cl.O1C=CCCC1. The catalyst is C1COCC1.CO. The product is [O:10]1[CH2:11][CH2:12][CH2:13][CH2:14][CH:9]1[N:1]1[CH:5]=[CH:4][N:3]=[CH:2]1. The yield is 0.760.